Dataset: Catalyst prediction with 721,799 reactions and 888 catalyst types from USPTO. Task: Predict which catalyst facilitates the given reaction. Reactant: Cl[C:2]1[C:3]([CH3:9])=[C:4]([CH:6]=[CH:7][CH:8]=1)[NH2:5].[C:10]([Cu])#[N:11].[OH-].[NH4+]. Product: [NH2:5][C:4]1[C:3]([CH3:9])=[C:2]([CH:8]=[CH:7][CH:6]=1)[C:10]#[N:11]. The catalyst class is: 37.